From a dataset of Reaction yield outcomes from USPTO patents with 853,638 reactions. Predict the reaction yield, written as a fraction of the theoretical maximum amount of product (1.0 means a 100% yield; for example, 0.34 means a 34% yield). (1) The reactants are Br[CH2:2][CH2:3][CH2:4][CH2:5][N:6]1[C:10](=[O:11])[C:9]2=[CH:12][CH:13]=[CH:14][CH:15]=[C:8]2[C:7]1=[O:16].[C:17]1([OH:23])[CH:22]=[CH:21][CH:20]=[CH:19][CH:18]=1.C([O-])([O-])=O.[K+].[K+].CCOC(C)=O. The catalyst is CC#N. The product is [O:23]([CH2:2][CH2:3][CH2:4][CH2:5][N:6]1[C:10](=[O:11])[C:9]2[C:8](=[CH:15][CH:14]=[CH:13][CH:12]=2)[C:7]1=[O:16])[C:17]1[CH:22]=[CH:21][CH:20]=[CH:19][CH:18]=1. The yield is 0.530. (2) The reactants are [F:1][C:2]1[N:3]=[C:4]([C:22]2[CH:23]=[N:24][CH:25]=[C:26]([F:28])[CH:27]=2)[S:5][C:6]=1[N:7](C(OC(C)(C)C)=O)[C:8]([O:10][C:11]([CH3:14])([CH3:13])[CH3:12])=[O:9].FC(F)(F)C(O)=O. The catalyst is ClCCl. The product is [C:11]([O:10][C:8](=[O:9])[NH:7][C:6]1[S:5][C:4]([C:22]2[CH:23]=[N:24][CH:25]=[C:26]([F:28])[CH:27]=2)=[N:3][C:2]=1[F:1])([CH3:14])([CH3:12])[CH3:13]. The yield is 0.680. (3) The reactants are Br[C:2]1[CH:7]=[CH:6][CH:5]=[C:4]([Cl:8])[C:3]=1[F:9].C([Li])CCCCC.[C:17]([N:24]1[CH2:28][CH2:27][C:26](=[O:29])[CH2:25]1)([O:19][C:20]([CH3:23])([CH3:22])[CH3:21])=[O:18]. The catalyst is C(OCC)C. The product is [Cl:8][C:4]1[C:3]([F:9])=[C:2]([C:26]2([OH:29])[CH2:27][CH2:28][N:24]([C:17]([O:19][C:20]([CH3:22])([CH3:21])[CH3:23])=[O:18])[CH2:25]2)[CH:7]=[CH:6][CH:5]=1. The yield is 0.660.